From a dataset of Full USPTO retrosynthesis dataset with 1.9M reactions from patents (1976-2016). Predict the reactants needed to synthesize the given product. Given the product [Cl:1][C:2]1[CH:7]=[CH:6][C:5]([C:8]2[CH:13]=[C:12]([C:14]([F:17])([F:15])[F:16])[N:11]3[N:18]=[CH:19][C:20]([C:21]4[O:23][N:37]=[C:26]([C:27]5[CH:28]=[CH:29][C:30]([S:33]([NH2:34])(=[O:35])=[O:36])=[CH:31][CH:32]=5)[N:25]=4)=[C:10]3[N:9]=2)=[CH:4][CH:3]=1, predict the reactants needed to synthesize it. The reactants are: [Cl:1][C:2]1[CH:7]=[CH:6][C:5]([C:8]2[CH:13]=[C:12]([C:14]([F:17])([F:16])[F:15])[N:11]3[N:18]=[CH:19][C:20]([C:21]([OH:23])=O)=[C:10]3[N:9]=2)=[CH:4][CH:3]=1.O[NH:25][C:26](=[NH:37])[C:27]1[CH:32]=[CH:31][C:30]([S:33](=[O:36])(=[O:35])[NH2:34])=[CH:29][CH:28]=1.